Dataset: Reaction yield outcomes from USPTO patents with 853,638 reactions. Task: Predict the reaction yield, written as a fraction of the theoretical maximum amount of product (1.0 means a 100% yield; for example, 0.34 means a 34% yield). The reactants are [Cl:1][C:2]1[C:11]2[C:6](=[CH:7][C:8]([O:26][CH3:27])=[C:9]([O:12][CH2:13][C@H:14]3[CH2:18][CH2:17][CH2:16][N:15]3C(OC(C)(C)C)=O)[CH:10]=2)[N:5]=[CH:4][N:3]=1.[Cl:28][C:29]1[C:30]([F:36])=[C:31]([CH:33]=[CH:34][CH:35]=1)[NH2:32]. No catalyst specified. The product is [ClH:1].[Cl:28][C:29]1[C:30]([F:36])=[C:31]([CH:33]=[CH:34][CH:35]=1)[NH:32][C:2]1[C:11]2[C:6](=[CH:7][C:8]([O:26][CH3:27])=[C:9]([O:12][CH2:13][C@H:14]3[CH2:18][CH2:17][CH2:16][NH:15]3)[CH:10]=2)[N:5]=[CH:4][N:3]=1. The yield is 1.00.